Dataset: Forward reaction prediction with 1.9M reactions from USPTO patents (1976-2016). Task: Predict the product of the given reaction. Given the reactants F[B-](F)(F)F.[Br:6][C:7]1[CH:12]=[C:11]([CH2:13][CH3:14])[C:10]([N+]#N)=[C:9]([CH2:17][CH3:18])[CH:8]=1.[CH3:19][OH:20], predict the reaction product. The product is: [Br:6][C:7]1[CH:12]=[C:11]([CH2:13][CH3:14])[C:10]([O:20][CH3:19])=[C:9]([CH2:17][CH3:18])[CH:8]=1.